From a dataset of Full USPTO retrosynthesis dataset with 1.9M reactions from patents (1976-2016). Predict the reactants needed to synthesize the given product. (1) Given the product [OH:18][C:14]1[CH:13]=[C:12]([C:11]2[C:6]3[N:5]=[C:4]([C:25]([OH:27])=[O:26])[CH:3]=[C:2]([N:35]4[CH2:36][CH2:37][N:32]([S:29]([CH3:28])(=[O:31])=[O:30])[CH2:33][CH2:34]4)[C:7]=3[N:8]=[C:9]([N:19]3[CH2:20][CH2:21][O:22][CH2:23][CH2:24]3)[N:10]=2)[CH:17]=[CH:16][CH:15]=1, predict the reactants needed to synthesize it. The reactants are: Cl[C:2]1[C:7]2[N:8]=[C:9]([N:19]3[CH2:24][CH2:23][O:22][CH2:21][CH2:20]3)[N:10]=[C:11]([C:12]3[CH:17]=[CH:16][CH:15]=[C:14]([OH:18])[CH:13]=3)[C:6]=2[N:5]=[C:4]([C:25]([OH:27])=[O:26])[CH:3]=1.[CH3:28][S:29]([N:32]1[CH2:37][CH2:36][NH:35][CH2:34][CH2:33]1)(=[O:31])=[O:30].C(N(CC)CC)C. (2) Given the product [N:29]([CH2:22][C@H:9]1[C@H:8]([C:5]2[CH:6]=[CH:7][C:2]([Cl:1])=[C:3]([F:28])[CH:4]=2)[O:14][CH2:13][CH2:12][N:11]([C:15]([O:17][C:18]([CH3:21])([CH3:20])[CH3:19])=[O:16])[CH2:10]1)=[N+:30]=[N-:31], predict the reactants needed to synthesize it. The reactants are: [Cl:1][C:2]1[CH:7]=[CH:6][C:5]([C@@H:8]2[O:14][CH2:13][CH2:12][N:11]([C:15]([O:17][C:18]([CH3:21])([CH3:20])[CH3:19])=[O:16])[CH2:10][C@H:9]2[CH2:22]OS(C)(=O)=O)=[CH:4][C:3]=1[F:28].[N-:29]=[N+:30]=[N-:31].[Na+]. (3) Given the product [CH2:25]([N:24]([CH2:23][C:14]1[CH:15]=[C:16]([C:19]([F:20])([F:22])[F:21])[CH:17]=[CH:18][C:13]=1[C:7]1[C:8]([O:11][CH3:12])=[CH:9][CH:10]=[C:5]([CH2:4][C:3]([OH:2])=[O:27])[CH:6]=1)[C:36](=[O:37])[CH:35]([O:28][C:29]1[CH:30]=[CH:31][CH:32]=[CH:33][CH:34]=1)[CH3:39])[CH3:26], predict the reactants needed to synthesize it. The reactants are: C[O:2][C:3](=[O:27])[CH2:4][C:5]1[CH:6]=[C:7]([C:13]2[CH:18]=[CH:17][C:16]([C:19]([F:22])([F:21])[F:20])=[CH:15][C:14]=2[CH2:23][NH:24][CH2:25][CH3:26])[C:8]([O:11][CH3:12])=[CH:9][CH:10]=1.[O:28]([CH:35]([CH3:39])[C:36](Cl)=[O:37])[C:29]1[CH:34]=[CH:33][CH:32]=[CH:31][CH:30]=1. (4) Given the product [F:11][CH:10]([F:12])[O:9][C:8]1[C:3]([O:14][CH3:13])=[N:4][CH:5]=[CH:6][CH:7]=1, predict the reactants needed to synthesize it. The reactants are: [Na].Cl[C:3]1[C:8]([O:9][CH:10]([F:12])[F:11])=[CH:7][CH:6]=[CH:5][N:4]=1.[CH3:13][OH:14].